From a dataset of Full USPTO retrosynthesis dataset with 1.9M reactions from patents (1976-2016). Predict the reactants needed to synthesize the given product. (1) Given the product [C:26]([OH:33])(=[O:32])/[CH:27]=[CH:28]/[C:29]([OH:31])=[O:30].[CH3:1][C:2]1[C:10]2[C:5](=[CH:6][CH:7]=[C:8]([C:11]3[N:16]=[N:15][C:14]([O:17][C@@H:18]4[CH:23]5[CH2:22][CH2:21][N:20]([CH2:25][CH2:24]5)[CH2:19]4)=[CH:13][CH:12]=3)[CH:9]=2)[NH:4][N:3]=1, predict the reactants needed to synthesize it. The reactants are: [CH3:1][C:2]1[C:10]2[C:5](=[CH:6][CH:7]=[C:8]([C:11]3[N:16]=[N:15][C:14]([O:17][C@@H:18]4[CH:23]5[CH2:24][CH2:25][N:20]([CH2:21][CH2:22]5)[CH2:19]4)=[CH:13][CH:12]=3)[CH:9]=2)[NH:4][N:3]=1.[C:26]([OH:33])(=[O:32])/[CH:27]=[CH:28]/[C:29]([OH:31])=[O:30]. (2) The reactants are: [C:1]1(=[O:6])[CH2:5][CH2:4][CH2:3][CH2:2]1.[Cl-].[Ce+3].[Cl-].[Cl-].Br[C:12]([F:19])([F:18])[C:13]([O:15][CH2:16][CH3:17])=[O:14]. Given the product [F:18][C:12]([F:19])([C:1]1([OH:6])[CH2:5][CH2:4][CH2:3][CH2:2]1)[C:13]([O:15][CH2:16][CH3:17])=[O:14], predict the reactants needed to synthesize it.